From a dataset of NCI-60 drug combinations with 297,098 pairs across 59 cell lines. Regression. Given two drug SMILES strings and cell line genomic features, predict the synergy score measuring deviation from expected non-interaction effect. (1) Drug 1: C1=CN(C(=O)N=C1N)C2C(C(C(O2)CO)O)O.Cl. Drug 2: CCC(=C(C1=CC=CC=C1)C2=CC=C(C=C2)OCCN(C)C)C3=CC=CC=C3.C(C(=O)O)C(CC(=O)O)(C(=O)O)O. Cell line: UACC-257. Synergy scores: CSS=1.43, Synergy_ZIP=-1.94, Synergy_Bliss=-1.11, Synergy_Loewe=-4.26, Synergy_HSA=-1.05. (2) Drug 1: CCCS(=O)(=O)NC1=C(C(=C(C=C1)F)C(=O)C2=CNC3=C2C=C(C=N3)C4=CC=C(C=C4)Cl)F. Synergy scores: CSS=37.2, Synergy_ZIP=2.40, Synergy_Bliss=10.1, Synergy_Loewe=-17.2, Synergy_HSA=3.02. Cell line: RPMI-8226. Drug 2: C1=NC2=C(N1)C(=S)N=CN2. (3) Drug 1: C1CC(=O)NC(=O)C1N2CC3=C(C2=O)C=CC=C3N. Drug 2: C1CN1P(=S)(N2CC2)N3CC3. Cell line: A498. Synergy scores: CSS=7.24, Synergy_ZIP=-3.48, Synergy_Bliss=3.47, Synergy_Loewe=4.67, Synergy_HSA=4.71. (4) Drug 1: C1=CC(=CC=C1CC(C(=O)O)N)N(CCCl)CCCl.Cl. Drug 2: C1CCC(C(C1)N)N.C(=O)(C(=O)[O-])[O-].[Pt+4]. Cell line: MDA-MB-231. Synergy scores: CSS=9.90, Synergy_ZIP=-5.71, Synergy_Bliss=-4.54, Synergy_Loewe=-5.08, Synergy_HSA=-4.08. (5) Drug 1: CC1OCC2C(O1)C(C(C(O2)OC3C4COC(=O)C4C(C5=CC6=C(C=C35)OCO6)C7=CC(=C(C(=C7)OC)O)OC)O)O. Drug 2: CC1=C(C(CCC1)(C)C)C=CC(=CC=CC(=CC(=O)O)C)C. Cell line: COLO 205. Synergy scores: CSS=46.5, Synergy_ZIP=2.92, Synergy_Bliss=0.412, Synergy_Loewe=-17.3, Synergy_HSA=-6.74. (6) Cell line: OVCAR-5. Drug 1: C1=NC2=C(N=C(N=C2N1C3C(C(C(O3)CO)O)F)Cl)N. Synergy scores: CSS=32.1, Synergy_ZIP=3.31, Synergy_Bliss=1.56, Synergy_Loewe=-0.756, Synergy_HSA=-0.467. Drug 2: CCCCC(=O)OCC(=O)C1(CC(C2=C(C1)C(=C3C(=C2O)C(=O)C4=C(C3=O)C=CC=C4OC)O)OC5CC(C(C(O5)C)O)NC(=O)C(F)(F)F)O.